From a dataset of NCI-60 drug combinations with 297,098 pairs across 59 cell lines. Regression. Given two drug SMILES strings and cell line genomic features, predict the synergy score measuring deviation from expected non-interaction effect. (1) Drug 1: C1CCC(C1)C(CC#N)N2C=C(C=N2)C3=C4C=CNC4=NC=N3. Drug 2: CN(CC1=CN=C2C(=N1)C(=NC(=N2)N)N)C3=CC=C(C=C3)C(=O)NC(CCC(=O)O)C(=O)O. Cell line: HL-60(TB). Synergy scores: CSS=61.0, Synergy_ZIP=4.26, Synergy_Bliss=1.51, Synergy_Loewe=-38.4, Synergy_HSA=-3.30. (2) Cell line: OVCAR3. Drug 1: C1CCC(CC1)NC(=O)N(CCCl)N=O. Synergy scores: CSS=13.1, Synergy_ZIP=-2.51, Synergy_Bliss=1.63, Synergy_Loewe=-1.79, Synergy_HSA=0.823. Drug 2: CN(C)N=NC1=C(NC=N1)C(=O)N. (3) Drug 1: CC1C(C(CC(O1)OC2CC(CC3=C2C(=C4C(=C3O)C(=O)C5=C(C4=O)C(=CC=C5)OC)O)(C(=O)CO)O)N)O. Drug 2: CCC1=C2N=C(C=C(N2N=C1)NCC3=C[N+](=CC=C3)[O-])N4CCCCC4CCO. Cell line: HCT116. Synergy scores: CSS=80.2, Synergy_ZIP=1.92, Synergy_Bliss=-0.0778, Synergy_Loewe=-0.853, Synergy_HSA=3.88. (4) Drug 1: CCN(CC)CCNC(=O)C1=C(NC(=C1C)C=C2C3=C(C=CC(=C3)F)NC2=O)C. Drug 2: CCCCC(=O)OCC(=O)C1(CC(C2=C(C1)C(=C3C(=C2O)C(=O)C4=C(C3=O)C=CC=C4OC)O)OC5CC(C(C(O5)C)O)NC(=O)C(F)(F)F)O. Cell line: SK-OV-3. Synergy scores: CSS=20.1, Synergy_ZIP=9.06, Synergy_Bliss=9.93, Synergy_Loewe=2.61, Synergy_HSA=3.16. (5) Drug 1: CC1C(C(CC(O1)OC2CC(OC(C2O)C)OC3=CC4=CC5=C(C(=O)C(C(C5)C(C(=O)C(C(C)O)O)OC)OC6CC(C(C(O6)C)O)OC7CC(C(C(O7)C)O)OC8CC(C(C(O8)C)O)(C)O)C(=C4C(=C3C)O)O)O)O. Drug 2: CN(CC1=CN=C2C(=N1)C(=NC(=N2)N)N)C3=CC=C(C=C3)C(=O)NC(CCC(=O)O)C(=O)O. Cell line: NCI/ADR-RES. Synergy scores: CSS=0.802, Synergy_ZIP=-2.69, Synergy_Bliss=-1.08, Synergy_Loewe=-9.46, Synergy_HSA=-6.52. (6) Drug 1: C1=CC(=C2C(=C1NCCNCCO)C(=O)C3=C(C=CC(=C3C2=O)O)O)NCCNCCO. Drug 2: CCN(CC)CCNC(=O)C1=C(NC(=C1C)C=C2C3=C(C=CC(=C3)F)NC2=O)C. Cell line: UACC62. Synergy scores: CSS=40.7, Synergy_ZIP=4.87, Synergy_Bliss=5.71, Synergy_Loewe=-7.41, Synergy_HSA=6.17. (7) Drug 1: CC1OCC2C(O1)C(C(C(O2)OC3C4COC(=O)C4C(C5=CC6=C(C=C35)OCO6)C7=CC(=C(C(=C7)OC)O)OC)O)O. Drug 2: COC1=NC(=NC2=C1N=CN2C3C(C(C(O3)CO)O)O)N. Cell line: SK-MEL-28. Synergy scores: CSS=16.4, Synergy_ZIP=-3.64, Synergy_Bliss=-3.09, Synergy_Loewe=-2.48, Synergy_HSA=-0.667. (8) Drug 1: CC1C(C(CC(O1)OC2CC(CC3=C2C(=C4C(=C3O)C(=O)C5=C(C4=O)C(=CC=C5)OC)O)(C(=O)CO)O)N)O.Cl. Drug 2: CCC1(CC2CC(C3=C(CCN(C2)C1)C4=CC=CC=C4N3)(C5=C(C=C6C(=C5)C78CCN9C7C(C=CC9)(C(C(C8N6C)(C(=O)OC)O)OC(=O)C)CC)OC)C(=O)OC)O.OS(=O)(=O)O. Cell line: RPMI-8226. Synergy scores: CSS=62.4, Synergy_ZIP=0.803, Synergy_Bliss=1.49, Synergy_Loewe=-5.05, Synergy_HSA=-0.935. (9) Drug 1: C1CCC(C1)C(CC#N)N2C=C(C=N2)C3=C4C=CNC4=NC=N3. Drug 2: CC1C(C(CC(O1)OC2CC(OC(C2O)C)OC3=CC4=CC5=C(C(=O)C(C(C5)C(C(=O)C(C(C)O)O)OC)OC6CC(C(C(O6)C)O)OC7CC(C(C(O7)C)O)OC8CC(C(C(O8)C)O)(C)O)C(=C4C(=C3C)O)O)O)O. Cell line: KM12. Synergy scores: CSS=23.9, Synergy_ZIP=8.86, Synergy_Bliss=8.94, Synergy_Loewe=8.60, Synergy_HSA=8.86.